Dataset: Reaction yield outcomes from USPTO patents with 853,638 reactions. Task: Predict the reaction yield, written as a fraction of the theoretical maximum amount of product (1.0 means a 100% yield; for example, 0.34 means a 34% yield). (1) The reactants are [NH2:1][C:2]1[CH:10]=[C:6]([C:7]([OH:9])=[O:8])[C:5]([OH:11])=[CH:4][CH:3]=1.[CH3:12]O. No catalyst specified. The product is [NH2:1][C:2]1[CH:3]=[CH:4][C:5]([OH:11])=[C:6]([CH:10]=1)[C:7]([O:9][CH3:12])=[O:8]. The yield is 0.760. (2) The reactants are [O:1]1[CH2:7][CH2:6][CH2:5][O:4][C:3]2[CH:8]=[C:9]([C:12]3[C:17]([CH:18]([CH2:23][CH2:24][CH3:25])[C:19]([O:21]C)=[O:20])=[C:16]([CH3:26])[N:15]=[C:14]([C:27]4[CH:32]=[CH:31][CH:30]=[CH:29][CH:28]=4)[N:13]=3)[CH:10]=[CH:11][C:2]1=2.[OH-].[Na+]. The catalyst is CO. The product is [O:1]1[CH2:7][CH2:6][CH2:5][O:4][C:3]2[CH:8]=[C:9]([C:12]3[C:17]([CH:18]([CH2:23][CH2:24][CH3:25])[C:19]([OH:21])=[O:20])=[C:16]([CH3:26])[N:15]=[C:14]([C:27]4[CH:28]=[CH:29][CH:30]=[CH:31][CH:32]=4)[N:13]=3)[CH:10]=[CH:11][C:2]1=2. The yield is 0.700. (3) The product is [CH3:13][O:12][C:9]1[CH:10]=[C:11]2[C:6](=[CH:7][C:8]=1[O:14][CH3:15])[N:5]=[CH:4][CH:3]=[C:2]2[O:26][C:19]1[CH:18]=[C:17]([CH3:16])[CH:22]=[CH:21][C:20]=1[C:23](=[O:24])[CH3:25]. The reactants are Cl[C:2]1[C:11]2[C:6](=[CH:7][C:8]([O:14][CH3:15])=[C:9]([O:12][CH3:13])[CH:10]=2)[N:5]=[CH:4][CH:3]=1.[CH3:16][C:17]1[CH:22]=[CH:21][C:20]([C:23]([CH3:25])=[O:24])=[C:19]([OH:26])[CH:18]=1. The catalyst is CN(C)C1C=CN=CC=1.ClC1C=CC=CC=1Cl. The yield is 0.0600. (4) The reactants are [C:1]([Si:5]([C:22]([CH3:25])([CH3:24])[CH3:23])([C:7]1[CH:12]=[CH:11][C:10]([CH2:13]COC2CCCCO2)=[CH:9][CH:8]=1)[OH:6])([CH3:4])([CH3:3])[CH3:2].C1(C)C=CC(S(O)(=O)=O)=CC=1.[C:37]([O-])([OH:39])=[O:38].[Na+].CC(C)=O.OS(O)(=O)=O.O=[Cr](=O)=O. The catalyst is C(O)C. The product is [C:22]([Si:5]([C:1]([CH3:2])([CH3:4])[CH3:3])([OH:6])[C:7]1[CH:8]=[CH:9][C:10]([CH2:13][C:37]([OH:39])=[O:38])=[CH:11][CH:12]=1)([CH3:23])([CH3:25])[CH3:24]. The yield is 0.770. (5) The reactants are [CH3:1][C@H:2]1[CH2:7][N:6]2[C:8]([C:11]3[CH:16]=[N:15][CH:14]=[CH:13][N:12]=3)=[N:9][N:10]=[C:5]2[C:4](=[O:17])[N:3]1C(OC(C)(C)C)=O.FC(F)(F)C(O)=O. The catalyst is C(Cl)Cl. The product is [CH3:1][C@H:2]1[CH2:7][N:6]2[C:8]([C:11]3[CH:16]=[N:15][CH:14]=[CH:13][N:12]=3)=[N:9][N:10]=[C:5]2[C:4](=[O:17])[NH:3]1. The yield is 0.640. (6) The reactants are [Br:1][C:2]1[S:6][CH:5]=[C:4]([C:7]([NH:9][CH2:10][CH3:11])=[O:8])[CH:3]=1.C(N(CC)C(C1[C:21]([Si:22](C)([CH3:24])[CH3:23])=CO[C:21]=1[Si:22](C)([CH3:24])[CH3:23])=O)C.C[Si](Cl)(C)C. No catalyst specified. The product is [Br:1][C:2]1[S:6][C:5]([Si:22]([CH3:24])([CH3:23])[CH3:21])=[C:4]([C:7]([NH:9][CH2:10][CH3:11])=[O:8])[CH:3]=1. The yield is 0.706.